Predict the product of the given reaction. From a dataset of Forward reaction prediction with 1.9M reactions from USPTO patents (1976-2016). Given the reactants [O:1]1[C:5]2[CH:6]=[CH:7][CH:8]=[CH:9][C:4]=2[C:3]([CH2:10][CH2:11]Br)=[CH:2]1.[NH:13]1[CH2:18][CH2:17][CH:16]([NH:19][C:20](=[O:26])[O:21][C:22]([CH3:25])([CH3:24])[CH3:23])[CH2:15][CH2:14]1.C(=O)([O-])[O-].[K+].[K+].S([O-])([O-])(=O)=O.C([N+](CCCC)(CCCC)CCCC)CCC.C([N+](CCCC)(CCCC)CCCC)CCC, predict the reaction product. The product is: [C:22]([O:21][C:20]([NH:19][CH:16]1[CH2:15][CH2:14][N:13]([CH2:11][CH2:10][C:3]2[C:4]3[CH:9]=[CH:8][CH:7]=[CH:6][C:5]=3[O:1][CH:2]=2)[CH2:18][CH2:17]1)=[O:26])([CH3:25])([CH3:23])[CH3:24].